From a dataset of Full USPTO retrosynthesis dataset with 1.9M reactions from patents (1976-2016). Predict the reactants needed to synthesize the given product. (1) Given the product [CH:27]1([CH2:26][CH:25]([N:10]2[C:9](=[O:21])[CH:8]=[C:13]([O:6][CH:1]3[CH2:5][CH2:4][CH2:3][CH2:2]3)[CH:12]=[N:11]2)[C:24]([OH:23])=[O:33])[CH2:31][CH2:30][CH2:29][CH2:28]1, predict the reactants needed to synthesize it. The reactants are: [CH:1]1([OH:6])[CH2:5][CH2:4][CH2:3][CH2:2]1.Cl[C:8]1[C:9](=[O:21])[N:10](C2CCCCO2)[N:11]=[CH:12][C:13]=1Cl.C[O:23][C:24](=[O:33])[CH:25](Br)[CH2:26][CH:27]1[CH2:31][CH2:30][CH2:29][CH2:28]1. (2) Given the product [C:22]([O:21][C:19]([N:18]([CH2:2][C:3]1[CH:10]=[CH:9][C:6]([C:7]#[N:8])=[CH:5][CH:4]=1)[C:16]([O:15][C:12]([CH3:14])([CH3:13])[CH3:11])=[O:17])=[O:20])([CH3:25])([CH3:24])[CH3:23], predict the reactants needed to synthesize it. The reactants are: Br[CH2:2][C:3]1[CH:10]=[CH:9][C:6]([C:7]#[N:8])=[CH:5][CH:4]=1.[CH3:11][C:12]([O:15][C:16]([NH:18][C:19]([O:21][C:22]([CH3:25])([CH3:24])[CH3:23])=[O:20])=[O:17])([CH3:14])[CH3:13].C(=O)([O-])[O-].[Cs+].[Cs+]. (3) Given the product [Br:2][CH2:18][C:7]1[CH:8]=[CH:9][C:10]2[C:15](=[CH:14][CH:13]=[C:12]([O:16][CH3:17])[CH:11]=2)[C:6]=1[Cl:5], predict the reactants needed to synthesize it. The reactants are: P(Br)(Br)[Br:2].[Cl:5][C:6]1[C:15]2[C:10](=[CH:11][C:12]([O:16][CH3:17])=[CH:13][CH:14]=2)[CH:9]=[CH:8][C:7]=1[CH2:18]O.O. (4) Given the product [CH2:13]([O:15][C:16](=[O:36])[CH:17]=[C:18]([C:2]1[CH:10]=[CH:9][C:8]([O:11][CH3:12])=[C:7]2[C:3]=1[CH:4]=[N:5][NH:6]2)[C:19]1[CH:24]=[CH:23][CH:22]=[CH:21][CH:20]=1)[CH3:14], predict the reactants needed to synthesize it. The reactants are: Br[C:2]1[CH:10]=[CH:9][C:8]([O:11][CH3:12])=[C:7]2[C:3]=1[CH:4]=[N:5][NH:6]2.[CH2:13]([O:15][C:16](=[O:36])[CH:17]=[C:18](C1C=CC=C2C=1C(C#N)=CN2)[C:19]1[CH:24]=[CH:23][CH:22]=[CH:21][CH:20]=1)[CH3:14]. (5) Given the product [F:5][C:6]1[CH:7]=[C:8]([CH2:9][NH2:10])[CH:11]=[CH:12][C:13]=1[F:14], predict the reactants needed to synthesize it. The reactants are: [Cl-].[Ce+3].[Cl-].[Cl-].[F:5][C:6]1[CH:7]=[C:8]([CH:11]=[CH:12][C:13]=1[F:14])[C:9]#[N:10].C[Li].[Br-].[Li+].[OH-].[NH4+].Cl. (6) Given the product [C:33]([C:29]1[CH:28]=[C:27]([O:26][C:25]2[C:24]([F:39])=[CH:23][C:22]([NH:21][C:7]([C:1]3([C:4]([OH:6])=[O:5])[CH2:2][CH2:3]3)=[O:9])=[C:37]([F:38])[CH:36]=2)[CH:32]=[CH:31][N:30]=1)(=[O:34])[NH2:35], predict the reactants needed to synthesize it. The reactants are: [C:1]1([C:7]([OH:9])=O)([C:4]([OH:6])=[O:5])[CH2:3][CH2:2]1.CN1CCOCC1.S(Cl)(Cl)=O.[NH2:21][C:22]1[C:37]([F:38])=[CH:36][C:25]([O:26][C:27]2[CH:32]=[CH:31][N:30]=[C:29]([C:33]([NH2:35])=[O:34])[CH:28]=2)=[C:24]([F:39])[CH:23]=1. (7) Given the product [Cl:17][C:9]1[C:10]2[C:5](=[CH:4][C:3]([O:13][CH3:14])=[C:2]([Cl:1])[CH:11]=2)[CH:6]=[CH:7][N:8]=1, predict the reactants needed to synthesize it. The reactants are: [Cl:1][C:2]1[CH:11]=[C:10]2[C:5]([CH:6]=[CH:7][NH:8][C:9]2=O)=[CH:4][C:3]=1[O:13][CH3:14].O=P(Cl)(Cl)[Cl:17].